This data is from Catalyst prediction with 721,799 reactions and 888 catalyst types from USPTO. The task is: Predict which catalyst facilitates the given reaction. (1) Reactant: [CH2:1]([CH:8]1[CH2:13][CH2:12][NH:11][CH2:10][CH2:9]1)[C:2]1[CH:7]=[CH:6][CH:5]=[CH:4][CH:3]=1.C1[CH2:24][CH2:23][N:22]2[C:17](=[N:18][CH2:19][CH2:20][CH2:21]2)CC1.C(C=C)=O.NC1[S:31]C=CN=1.C(O[BH-](OC(=O)C)OC(=O)C)(=O)C.[Na+].[OH-].[Na+]. Product: [CH2:1]([CH:8]1[CH2:13][CH2:12][N:11]([CH2:21][CH2:20][CH2:19][NH:18][C:17]2[S:31][CH:24]=[CH:23][N:22]=2)[CH2:10][CH2:9]1)[C:2]1[CH:7]=[CH:6][CH:5]=[CH:4][CH:3]=1. The catalyst class is: 1. (2) Reactant: [Cl:1][C:2]1[CH:3]=[C:4]2[C:8](=[CH:9][CH:10]=1)[NH:7][C:6]([C:11]([OH:13])=O)=[CH:5]2.O.ON1C2C=CC=CC=2N=N1.Cl.CN(C)CCCN=C=NCC.FC(F)(F)C(O)=O.[CH3:44][N:45]1[CH2:50][CH2:49][C:48]2[N:51]=[C:52]([C:54]([NH:56][C@@H:57]3[CH2:62][CH2:61][CH2:60][CH2:59][C@H:58]3[NH2:63])=[O:55])[S:53][C:47]=2[CH2:46]1.Cl. Product: [ClH:1].[Cl:1][C:2]1[CH:3]=[C:4]2[C:8](=[CH:9][CH:10]=1)[NH:7][C:6]([C:11]([NH:63][C@@H:58]1[CH2:59][CH2:60][CH2:61][CH2:62][C@H:57]1[NH:56][C:54]([C:52]1[S:53][C:47]3[CH2:46][N:45]([CH3:44])[CH2:50][CH2:49][C:48]=3[N:51]=1)=[O:55])=[O:13])=[CH:5]2. The catalyst class is: 289. (3) Product: [OH:19][C:4]1([CH3:21])[C:5]2[C:10](=[CH:9][C:8]([C:11]3[N:15]([CH3:16])[C:14]([C:17]#[N:18])=[CH:13][CH:12]=3)=[CH:7][CH:6]=2)[C:2]([CH3:20])([CH3:1])[CH2:3]1. The catalyst class is: 1. Reactant: [CH3:1][C:2]1([CH3:20])[C:10]2[C:5](=[CH:6][CH:7]=[C:8]([C:11]3[N:15]([CH3:16])[C:14]([C:17]#[N:18])=[CH:13][CH:12]=3)[CH:9]=2)[C:4](=[O:19])[CH2:3]1.[CH3:21][Mg]Br.